This data is from Reaction yield outcomes from USPTO patents with 853,638 reactions. The task is: Predict the reaction yield, written as a fraction of the theoretical maximum amount of product (1.0 means a 100% yield; for example, 0.34 means a 34% yield). (1) The yield is 0.800. The reactants are [C:1]([CH2:4][CH2:5][N:6]1[CH:10]=[CH:9][CH:8]=[CH:7]1)(O)=[O:2].[H-].[H-].[H-].[H-].[Li+].[Al+3]. The product is [OH:2][CH2:1][CH2:4][CH2:5][N:6]1[CH:10]=[CH:9][CH:8]=[CH:7]1. The catalyst is C1COCC1. (2) The yield is 0.480. The product is [OH:20][C:19]1[C:18]2[C:17](=[CH:27][CH:26]=[CH:25][CH:24]=2)[N:16]([CH3:15])[C:4](=[O:10])[C:5]=1[S:6]([CH3:9])(=[O:7])=[O:8]. The reactants are C(O[C:4](=[O:10])[CH2:5][S:6]([CH3:9])(=[O:8])=[O:7])C.[H-].[Na+].[H][H].[CH3:15][N:16]1C(=O)O[C:19](=[O:20])[C:18]2=[CH:24][CH:25]=[CH:26][CH:27]=[C:17]12.Cl. The catalyst is CC(N(C)C)=O. (3) The reactants are Br[C:2]1[S:3][C:4]([N:12]([C@H:15]2[CH2:20][CH2:19][C@H:18]([N:21]([CH3:23])[CH3:22])[CH2:17][CH2:16]2)[CH2:13][CH3:14])=[C:5]([CH3:11])[C:6]=1[C:7]([O:9][CH3:10])=[O:8].[Cu][C:25]#[N:26]. The catalyst is CN(C=O)C.O. The product is [C:25]([C:2]1[S:3][C:4]([N:12]([C@H:15]2[CH2:20][CH2:19][C@H:18]([N:21]([CH3:23])[CH3:22])[CH2:17][CH2:16]2)[CH2:13][CH3:14])=[C:5]([CH3:11])[C:6]=1[C:7]([O:9][CH3:10])=[O:8])#[N:26]. The yield is 0.723. (4) The reactants are COC1C=CC=C[C:4]=1[OH:9].BrC1C([N+]([O-])=O)=CC=CN=1.[CH3:20][O:21][C:22]1[CH:35]=[CH:34][CH:33]=[CH:32][C:23]=1[O:24][C:25]1[C:30]([NH2:31])=[CH:29][CH:28]=[CH:27][N:26]=1.[NH2:36][C:37]1[S:38][CH:39]=[CH:40][N:41]=1. No catalyst specified. The product is [CH3:20][O:21][C:22]1[CH:35]=[CH:34][CH:33]=[CH:32][C:23]=1[O:24][C:25]1[C:30]([NH:31][C:4]([NH:36][C:37]2[S:38][CH:39]=[CH:40][N:41]=2)=[O:9])=[CH:29][CH:28]=[CH:27][N:26]=1. The yield is 0.740. (5) The reactants are [CH3:1][S:2]([C:5]1([C:9]#[N:10])[CH2:8][CH2:7][CH2:6]1)(=[O:4])=[O:3].C([Li])CCC.[Br:16][C:17]1[CH:18]=[C:19](/[C:24](=[N:26]/[S@@:27]([C:29]([CH3:32])([CH3:31])[CH3:30])=[O:28])/[CH3:25])[C:20]([F:23])=[N:21][CH:22]=1.C[Al](C)C. The catalyst is C1COCC1.C1(C)C=CC=CC=1. The product is [Br:16][C:17]1[CH:18]=[C:19]([C@:24]([NH:26][S:27]([C:29]([CH3:30])([CH3:32])[CH3:31])=[O:28])([CH3:25])[CH2:1][S:2]([C:5]2([C:9]#[N:10])[CH2:8][CH2:7][CH2:6]2)(=[O:4])=[O:3])[C:20]([F:23])=[N:21][CH:22]=1. The yield is 0.591. (6) The reactants are [N:1](/[C:4](=[CH:9]\[C:10]1[CH:15]=[CH:14][C:13]([O:16][CH2:17][C:18]2[CH:23]=[CH:22][CH:21]=[CH:20][CH:19]=2)=[C:12]([N+:24]([O-:26])=[O:25])[CH:11]=1)/[C:5]([O:7][CH3:8])=[O:6])=[N+]=[N-]. The catalyst is C1(C)C(C)=CC=CC=1. The product is [CH2:17]([O:16][C:13]1[CH:14]=[C:15]2[C:10]([CH:9]=[C:4]([C:5]([O:7][CH3:8])=[O:6])[NH:1]2)=[CH:11][C:12]=1[N+:24]([O-:26])=[O:25])[C:18]1[CH:23]=[CH:22][CH:21]=[CH:20][CH:19]=1. The yield is 0.150. (7) The reactants are [Cl:1][C:2]1[CH:3]=[C:4]([CH:8]=[C:9]([O:12][CH3:13])[C:10]=1[OH:11])[C:5]([OH:7])=[O:6].[CH3:14]O. No catalyst specified. The product is [Cl:1][C:2]1[CH:3]=[C:4]([CH:8]=[C:9]([O:12][CH3:13])[C:10]=1[OH:11])[C:5]([O:7][CH3:14])=[O:6]. The yield is 0.980.